Predict the reaction yield, written as a fraction of the theoretical maximum amount of product (1.0 means a 100% yield; for example, 0.34 means a 34% yield). From a dataset of Reaction yield outcomes from USPTO patents with 853,638 reactions. (1) The reactants are C(NC(C)C)(C)C.C([Mg]Cl)CCC.[C:14]([O:18][C:19]([NH:21][C@@H:22]([CH2:27][C:28]1[CH:33]=[CH:32][CH:31]=[CH:30][CH:29]=1)[C:23]([O:25]C)=O)=[O:20])([CH3:17])([CH3:16])[CH3:15].[Br:34][CH2:35][Br:36].Cl. The catalyst is C(OCC)(=O)C.O.C1COCC1. The product is [CH2:27]([C@H:22]([NH:21][C:19](=[O:20])[O:18][C:14]([CH3:15])([CH3:16])[CH3:17])[C:23](=[O:25])[CH:35]([Br:36])[Br:34])[C:28]1[CH:33]=[CH:32][CH:31]=[CH:30][CH:29]=1. The yield is 0.550. (2) The reactants are [CH2:1]([C:3]1[C:8]([NH2:9])=[C:7]([CH3:10])[C:6]([NH2:11])=[C:5]([CH2:12][CH3:13])[CH:4]=1)[CH3:2]. The catalyst is [Pt].C(C(C)=O)C. The product is [CH:1]([NH:11][C:6]1[C:5]([CH2:12][CH3:13])=[CH:4][C:3]([CH2:1][CH3:2])=[C:8]([NH:9][CH:5]([CH2:6][CH3:7])[CH3:12])[C:7]=1[CH3:10])([CH2:3][CH3:4])[CH3:2]. The yield is 0.965. (3) The reactants are Br[C:2]1[C:11]2[C:6](=[CH:7][CH:8]=[CH:9][CH:10]=2)[C:5]([O:12][CH3:13])=[N:4][CH:3]=1.[C:14]([C:16]1[CH:17]=[C:18](B(O)O)[CH:19]=[CH:20][CH:21]=1)#[N:15].C(=O)([O-])[O-].[Na+].[Na+]. The catalyst is C1(P(C2C=CC=CC=2)C2C=CC=CC=2)C=CC=CC=1.C1(P(C2C=CC=CC=2)C2C=CC=CC=2)C=CC=CC=1.C1(P(C2C=CC=CC=2)C2C=CC=CC=2)C=CC=CC=1.C1(P(C2C=CC=CC=2)C2C=CC=CC=2)C=CC=CC=1.[Pd].C1(C)C=CC=CC=1. The product is [C:14]([C:16]1[CH:21]=[C:20]([C:2]2[C:11]3[C:6](=[CH:7][CH:8]=[CH:9][CH:10]=3)[C:5]([O:12][CH3:13])=[N:4][CH:3]=2)[CH:19]=[CH:18][CH:17]=1)#[N:15]. The yield is 0.155. (4) The reactants are [CH3:1][O:2][C:3]1[CH:23]=[CH:22][C:6]([C:7]([N:9]([C:14]2[CH:15]=[N:16][C:17]([O:20][CH3:21])=[CH:18][CH:19]=2)[NH:10][C:11]([NH2:13])=[O:12])=O)=[CH:5][CH:4]=1.C(O)C. The catalyst is [OH-].[Na+]. The product is [CH3:1][O:2][C:3]1[CH:23]=[CH:22][C:6]([C:7]2[N:9]([C:14]3[CH:15]=[N:16][C:17]([O:20][CH3:21])=[CH:18][CH:19]=3)[N:10]=[C:11]([OH:12])[N:13]=2)=[CH:5][CH:4]=1. The yield is 0.726. (5) The reactants are [Br:1][C:2]1[CH:3]=[C:4]2[C:8](=[CH:9][CH:10]=1)[C:7](=O)[CH2:6][CH2:5]2.Cl.[O:13]([NH2:15])[CH3:14].N1C=CC=CC=1.C(=O)([O-])O.[Na+]. The catalyst is C(O)C. The product is [CH3:14][O:13][N:15]=[C:7]1[C:8]2[C:4](=[CH:3][C:2]([Br:1])=[CH:10][CH:9]=2)[CH2:5][CH2:6]1. The yield is 0.970. (6) The reactants are [Br:1][CH2:2][CH2:3][C:4]([C:6]1[CH:11]=[CH:10][CH:9]=[CH:8][CH:7]=1)=O.CO.[NH2:14][NH:15][C:16]([NH2:18])=[S:17]. The catalyst is CC(O)=O. The product is [Br:1][CH2:2][CH2:3][C:4](=[N:14][NH:15][C:16]([NH2:18])=[S:17])[C:6]1[CH:11]=[CH:10][CH:9]=[CH:8][CH:7]=1. The yield is 0.370.